This data is from Blood-brain barrier penetration binary classification data from Martins et al.. The task is: Regression/Classification. Given a drug SMILES string, predict its absorption, distribution, metabolism, or excretion properties. Task type varies by dataset: regression for continuous measurements (e.g., permeability, clearance, half-life) or binary classification for categorical outcomes (e.g., BBB penetration, CYP inhibition). Dataset: bbb_martins. (1) The molecule is CN(C)C/C=C(/c1ccc(Br)cc1)c1cccnc1. The result is 1 (penetrates BBB). (2) The compound is CCc1ccccc1. The result is 1 (penetrates BBB). (3) The molecule is Cc1onc(-c2ccccc2Cl)c1C(=O)N[C@@H]1C(=O)N2[C@@H](C(=O)O)C(C)(C)S[C@H]12. The result is 1 (penetrates BBB). (4) The molecule is N=C(N)NCCCOc1ccccc1. The result is 1 (penetrates BBB). (5) The result is 1 (penetrates BBB). The molecule is COCCc1ccc(OCC(O)CNC(C)C)cc1. (6) The result is 1 (penetrates BBB). The drug is O=C1CN=C(c2ccccc2Cl)c2cc(Cl)ccc2N1. (7) The molecule is CCCC(CCC)(CCC)C(N)=O. The result is 1 (penetrates BBB). (8) The compound is CC(Cc1ccccc1)n1cc([N-]C(=O)Nc2ccccc2)[o+]n1. The result is 1 (penetrates BBB). (9) The compound is CN1C2CCC1CC(OC(=O)[C@H](CO)c1ccccc1)C2. The result is 1 (penetrates BBB).